Task: Predict the product of the given reaction.. Dataset: Forward reaction prediction with 1.9M reactions from USPTO patents (1976-2016) (1) Given the reactants [Si:1]([O:8][CH2:9][CH2:10][CH2:11][C:12]([NH:15][C:16](=[O:22])[O:17][C:18]([CH3:21])([CH3:20])[CH3:19])([CH3:14])[CH3:13])([C:4]([CH3:7])([CH3:6])[CH3:5])([CH3:3])[CH3:2].[H-].[Na+].[H][H].[CH3:27]I, predict the reaction product. The product is: [Si:1]([O:8][CH2:9][CH2:10][CH2:11][C:12]([N:15]([CH3:27])[C:16](=[O:22])[O:17][C:18]([CH3:21])([CH3:20])[CH3:19])([CH3:13])[CH3:14])([C:4]([CH3:5])([CH3:6])[CH3:7])([CH3:3])[CH3:2]. (2) Given the reactants [NH:1]1[C:9]2[C:4](=[CH:5][C:6]([NH:10][C:11]3[C:20]4[C:15](=[CH:16][CH:17]=[CH:18][CH:19]=4)[N:14]=[C:13]([C:21]4[CH:22]=[C:23]([CH:29]=[CH:30][CH:31]=4)[O:24][CH2:25][C:26](O)=[O:27])[N:12]=3)=[CH:7][CH:8]=2)[CH:3]=[N:2]1.C1CN([P+](ON2N=NC3C=CC=CC2=3)(N2CCCC2)N2CCCC2)CC1.F[P-](F)(F)(F)(F)F.CCN(C(C)C)C(C)C.[CH3:74][N:75]1[CH2:80][CH2:79][CH:78]([NH2:81])[CH2:77][CH2:76]1, predict the reaction product. The product is: [NH:1]1[C:9]2[C:4](=[CH:5][C:6]([NH:10][C:11]3[C:20]4[C:15](=[CH:16][CH:17]=[CH:18][CH:19]=4)[N:14]=[C:13]([C:21]4[CH:22]=[C:23]([CH:29]=[CH:30][CH:31]=4)[O:24][CH2:25][C:26]([NH:81][CH:78]4[CH2:79][CH2:80][N:75]([CH3:74])[CH2:76][CH2:77]4)=[O:27])[N:12]=3)=[CH:7][CH:8]=2)[CH:3]=[N:2]1.